Dataset: Full USPTO retrosynthesis dataset with 1.9M reactions from patents (1976-2016). Task: Predict the reactants needed to synthesize the given product. (1) Given the product [CH2:11]([N:18]1[CH2:19][CH:20]=[C:21]([C:24]([CH3:28])([CH3:27])[CH:25]=[O:26])[CH2:22][CH2:23]1)[C:12]1[CH:17]=[CH:16][CH:15]=[CH:14][CH:13]=1, predict the reactants needed to synthesize it. The reactants are: C(Cl)(=O)C(Cl)=O.CS(C)=O.[CH2:11]([N:18]1[CH2:23][CH:22]=[C:21]([C:24]([CH3:28])([CH3:27])[CH2:25][OH:26])[CH2:20][CH2:19]1)[C:12]1[CH:17]=[CH:16][CH:15]=[CH:14][CH:13]=1.C(N(CC)CC)C. (2) Given the product [CH:12]([C@H:13]1[CH2:18][CH2:17][C@H:16]([C:19]([O:21][CH2:22][C:23]2[CH:24]=[CH:25][CH:26]=[CH:27][CH:28]=2)=[O:20])[CH2:15][CH2:14]1)=[O:11], predict the reactants needed to synthesize it. The reactants are: C(Cl)(=O)C(Cl)=O.CS(C)=O.[OH:11][CH2:12][C@H:13]1[CH2:18][CH2:17][C@H:16]([C:19]([O:21][CH2:22][C:23]2[CH:28]=[CH:27][CH:26]=[CH:25][CH:24]=2)=[O:20])[CH2:15][CH2:14]1.C(N(CC)CC)C.